From a dataset of Full USPTO retrosynthesis dataset with 1.9M reactions from patents (1976-2016). Predict the reactants needed to synthesize the given product. Given the product [CH3:38][C:10]1([CH2:9][OH:8])[S:16][CH2:15][CH2:14][N:13]2[C:17]([C:20]3([C:23]4[CH:28]=[CH:27][C:26]([C:40]5[C:41]([C:46]([F:49])([F:48])[F:47])=[N:42][CH:43]=[CH:44][CH:45]=5)=[CH:25][CH:24]=4)[CH2:22][CH2:21]3)=[N:18][N:19]=[C:12]2[CH2:11]1, predict the reactants needed to synthesize it. The reactants are: [Si]([O:8][CH2:9][C:10]1([CH3:38])[S:16][CH2:15][CH2:14][N:13]2[C:17]([C:20]3([C:23]4[CH:28]=[CH:27][C:26](B5OC(C)(C)C(C)(C)O5)=[CH:25][CH:24]=4)[CH2:22][CH2:21]3)=[N:18][N:19]=[C:12]2[CH2:11]1)(C(C)(C)C)(C)C.Br[C:40]1[C:41]([C:46]([F:49])([F:48])[F:47])=[N:42][CH:43]=[CH:44][CH:45]=1.C(=O)([O-])[O-].[K+].[K+].C(=O)([O-])O.[Na+].